From a dataset of Catalyst prediction with 721,799 reactions and 888 catalyst types from USPTO. Predict which catalyst facilitates the given reaction. (1) Reactant: [Cl:1][C:2]1[CH:3]=[C:4]([CH2:9][CH2:10][OH:11])[CH:5]=[CH:6][C:7]=1[Cl:8].[CH3:12][S:13](Cl)(=[O:15])=[O:14]. Product: [CH3:12][S:13]([O:11][CH2:10][CH2:9][C:4]1[CH:5]=[CH:6][C:7]([Cl:8])=[C:2]([Cl:1])[CH:3]=1)(=[O:15])=[O:14]. The catalyst class is: 2. (2) Reactant: [F:1][C:2]([F:20])([F:19])[CH:3]([NH:10][C@H:11]([C:16]([OH:18])=O)[CH2:12][CH:13]([CH3:15])[CH3:14])[C:4]1[CH:9]=[CH:8][CH:7]=[CH:6][CH:5]=1.Cl.[NH2:22][CH2:23][C:24]#[N:25].C1CN([P+](ON2N=NC3C=CC=CC2=3)(N2CCCC2)N2CCCC2)CC1.F[P-](F)(F)(F)(F)F.C(N(CC)CC)C.P([O-])([O-])([O-])=O. Product: [C:23]([CH2:24][NH:25][C:16](=[O:18])[C@H:11]([CH2:12][CH:13]([CH3:14])[CH3:15])[NH:10][CH:3]([C:4]1[CH:5]=[CH:6][CH:7]=[CH:8][CH:9]=1)[C:2]([F:1])([F:20])[F:19])#[N:22]. The catalyst class is: 3. (3) Reactant: [CH3:1][N:2]([C@@H:10]1[CH2:15][CH2:14][CH2:13][NH:12][CH2:11]1)[C:3](=[O:9])[O:4][C:5]([CH3:8])([CH3:7])[CH3:6].[Br:16][C:17]1[C:18](F)=[C:19]2[C:25]([NH:26][C:27](=[O:34])[C:28]3[CH:33]=[CH:32][CH:31]=[N:30][CH:29]=3)=[CH:24][NH:23][C:20]2=[N:21][CH:22]=1. Product: [Br:16][C:17]1[C:18]([N:12]2[CH2:13][CH2:14][CH2:15][C@@H:10]([N:2]([CH3:1])[C:3](=[O:9])[O:4][C:5]([CH3:8])([CH3:6])[CH3:7])[CH2:11]2)=[C:19]2[C:25]([NH:26][C:27](=[O:34])[C:28]3[CH:33]=[CH:32][CH:31]=[N:30][CH:29]=3)=[CH:24][NH:23][C:20]2=[N:21][CH:22]=1. The catalyst class is: 114. (4) Reactant: [CH2:1]([O:4][C:5]1[CH:6]=[C:7]([C:15](OC)=[O:16])[C:8](=[CH:13][CH:14]=1)[C:9](OC)=[O:10])[CH:2]=[CH2:3].[H-].[Al+3].[Li+].[H-].[H-].[H-]. Product: [CH2:1]([O:4][C:5]1[CH:14]=[CH:13][C:8]([CH2:9][OH:10])=[C:7]([CH2:15][OH:16])[CH:6]=1)[CH:2]=[CH2:3]. The catalyst class is: 1. (5) Reactant: [Br:1][C:2]1[C:3]([F:10])=[C:4]([CH:7]=[CH:8][CH:9]=1)[CH:5]=[O:6].[C:11]1([Mg]Br)[CH:16]=[CH:15][CH:14]=[CH:13][CH:12]=1. Product: [Br:1][C:2]1[C:3]([F:10])=[C:4]([CH:5]([C:11]2[CH:16]=[CH:15][CH:14]=[CH:13][CH:12]=2)[OH:6])[CH:7]=[CH:8][CH:9]=1. The catalyst class is: 1. (6) Product: [NH2:24][C:15]1[C:13]2[NH:14][C:10]([NH:9][C:3]3[C:4]([Cl:8])=[CH:5][CH:6]=[CH:7][C:2]=3[Cl:1])=[N:11][C:12]=2[CH:18]=[C:17]([C:19]([O:21][CH3:22])=[O:20])[C:16]=1[OH:23]. Reactant: [Cl:1][C:2]1[CH:7]=[CH:6][CH:5]=[C:4]([Cl:8])[C:3]=1[NH:9][C:10]1[NH:14][C:13]2[C:15]([N+:24]([O-])=O)=[C:16]([OH:23])[C:17]([C:19]([O:21][CH3:22])=[O:20])=[CH:18][C:12]=2[N:11]=1.C(O)(=O)C. The catalyst class is: 48.